This data is from Catalyst prediction with 721,799 reactions and 888 catalyst types from USPTO. The task is: Predict which catalyst facilitates the given reaction. (1) Reactant: [OH:1][C@@H:2]1[CH2:5][C@H:4]([NH:6][C:7](=[O:13])[O:8][C:9]([CH3:12])([CH3:11])[CH3:10])[CH2:3]1.[H-].[Na+].I[CH3:17]. Product: [C:9]([O:8][C:7](=[O:13])[NH:6][C@H:4]1[CH2:3][C@@H:2]([O:1][CH3:17])[CH2:5]1)([CH3:10])([CH3:12])[CH3:11]. The catalyst class is: 1. (2) Reactant: C[O:2][C:3]([C:5]1([C:9]2[CH:14]=[CH:13][C:12]([NH:15][C:16]3[CH:21]=[C:20]([C:22]4[CH:27]=[CH:26][CH:25]=[CH:24][CH:23]=4)[N:19]=[C:18]([NH:28][C:29]([CH3:32])([CH3:31])[CH3:30])[N:17]=3)=[CH:11][CH:10]=2)[CH2:8][CH2:7][CH2:6]1)=[O:4].[OH-].[K+].O. Product: [C:29]([NH:28][C:18]1[N:17]=[C:16]([NH:15][C:12]2[CH:13]=[CH:14][C:9]([C:5]3([C:3]([OH:4])=[O:2])[CH2:8][CH2:7][CH2:6]3)=[CH:10][CH:11]=2)[CH:21]=[C:20]([C:22]2[CH:27]=[CH:26][CH:25]=[CH:24][CH:23]=2)[N:19]=1)([CH3:32])([CH3:30])[CH3:31]. The catalyst class is: 41. (3) Reactant: [N:1]1([C:7]2[S:8]/[C:9](=[CH:13]\[C:14]3[CH:30]=[CH:29][C:28]([F:31])=[CH:27][C:15]=3[O:16][C:17]([NH:19][CH2:20][CH2:21][CH2:22][C:23]([O:25]C)=[O:24])=[O:18])/[C:10](=[O:12])[N:11]=2)[CH2:6][CH2:5][CH2:4][CH2:3][NH:2]1.FC(F)(F)C(O)=O.C(OCC)C. Product: [N:1]1([C:7]2[S:8]/[C:9](=[CH:13]/[C:14]3[CH:30]=[CH:29][C:28]([F:31])=[CH:27][C:15]=3[O:16][C:17]([NH:19][CH2:20][CH2:21][CH2:22][C:23]([OH:25])=[O:24])=[O:18])/[C:10](=[O:12])[N:11]=2)[CH2:6][CH2:5][CH2:4][CH2:3][NH:2]1. The catalyst class is: 2. (4) Reactant: Br[C:2]1[CH:7]=[CH:6][C:5]([C:8]2[N:9]([CH2:15][CH:16]3[CH2:20][CH2:19][N:18]([C:21]([CH:23]4[CH2:25][CH2:24]4)=[O:22])[CH2:17]3)[C:10]([CH3:14])=[C:11]([CH3:13])[N:12]=2)=[CH:4][CH:3]=1.[F:26][C:27]1[CH:32]=[CH:31][C:30](B(O)O)=[CH:29][CH:28]=1.C([O-])([O-])=O.[Na+].[Na+]. Product: [CH:23]1([C:21]([N:18]2[CH2:19][CH2:20][CH:16]([CH2:15][N:9]3[C:10]([CH3:14])=[C:11]([CH3:13])[N:12]=[C:8]3[C:5]3[CH:6]=[CH:7][C:2]([C:30]4[CH:31]=[CH:32][C:27]([F:26])=[CH:28][CH:29]=4)=[CH:3][CH:4]=3)[CH2:17]2)=[O:22])[CH2:25][CH2:24]1. The catalyst class is: 70. (5) Reactant: [CH2:1]([N:4]([C@@H:28]([CH3:33])[C:29]([F:32])([F:31])[F:30])[S:5]([C:8]1[CH:9]=[N:10][C:11]([C:14]2[NH:15][C:16]3[C:21]([C:22]=2[C:23]#[N:24])=[CH:20][CH:19]=[C:18]([CH:25]2[CH2:27][CH2:26]2)[CH:17]=3)=[CH:12][CH:13]=1)(=[O:7])=[O:6])[CH:2]=[CH2:3].Br[C:35]1[N:40]=[CH:39][CH:38]=[CH:37][N:36]=1.CN[C@@H]1CCCC[C@H]1NC.[O-]P([O-])([O-])=O.[K+].[K+].[K+]. Product: [CH2:1]([N:4]([C@@H:28]([CH3:33])[C:29]([F:31])([F:30])[F:32])[S:5]([C:8]1[CH:9]=[N:10][C:11]([C:14]2[N:15]([C:35]3[N:40]=[CH:39][CH:38]=[CH:37][N:36]=3)[C:16]3[C:21]([C:22]=2[C:23]#[N:24])=[CH:20][CH:19]=[C:18]([CH:25]2[CH2:26][CH2:27]2)[CH:17]=3)=[CH:12][CH:13]=1)(=[O:6])=[O:7])[CH:2]=[CH2:3]. The catalyst class is: 432. (6) Reactant: N1CCC(C2C3C(=C(C(N)=O)C=C(C4SC=CC=4)C=3)NC=2)CC1.[NH2:24][C:25]([C:27]1[CH:28]=[C:29]([C:49]2[CH:54]=[CH:53][C:52]([C:55]([CH3:58])([CH3:57])[CH3:56])=[CH:51][CH:50]=2)[CH:30]=[C:31]2[C:35]=1[NH:34][CH:33]=[C:32]2[CH:36]1[CH2:41][CH2:40][N:39](C(OC(C)(C)C)=O)[CH2:38][CH2:37]1)=[O:26].Cl. Product: [CH3:58][C:55]([C:52]1[CH:51]=[CH:50][C:49]([C:29]2[CH:30]=[C:31]3[C:35](=[C:27]([C:25]([NH2:24])=[O:26])[CH:28]=2)[NH:34][CH:33]=[C:32]3[CH:36]2[CH2:37][CH2:38][NH:39][CH2:40][CH2:41]2)=[CH:54][CH:53]=1)([CH3:56])[CH3:57]. The catalyst class is: 5.